From a dataset of Reaction yield outcomes from USPTO patents with 853,638 reactions. Predict the reaction yield, written as a fraction of the theoretical maximum amount of product (1.0 means a 100% yield; for example, 0.34 means a 34% yield). (1) The reactants are [Cl:1][C:2]1[CH:10]=[C:9]([Cl:11])[C:8]([NH:12][C:13]2[C:18]([F:19])=[CH:17][C:16]([F:20])=[CH:15][C:14]=2[Cl:21])=[CH:7][C:3]=1[C:4]([OH:6])=O.S(Cl)(Cl)=O.[CH3:26][N:27]([CH3:35])[CH:28]=[CH:29][C:30]([O:32][CH2:33][CH3:34])=[O:31].C(N(CC)CC)C. The catalyst is C1(C)C=CC=CC=1. The product is [Cl:1][C:2]1[CH:10]=[C:9]([Cl:11])[C:8]([NH:12][C:13]2[C:18]([F:19])=[CH:17][C:16]([F:20])=[CH:15][C:14]=2[Cl:21])=[CH:7][C:3]=1[C:4]([C:29](=[CH:28][N:27]([CH3:35])[CH3:26])[C:30]([O:32][CH2:33][CH3:34])=[O:31])=[O:6]. The yield is 0.230. (2) The yield is 0.850. The catalyst is C1(C)C=C(C)C=C(C)C=1. The reactants are [Br:1][C:2]1[C:10]2[NH:9][C:8]3[C:11]([O:16][CH2:17][CH3:18])=[N:12][C:13](Cl)=[N:14][C:7]=3[C:6]=2[CH:5]=[CH:4][CH:3]=1.[NH:19]1[CH2:24][CH2:23][NH:22][CH2:21][CH2:20]1. The product is [Br:1][C:2]1[C:10]2[NH:9][C:8]3[C:11]([O:16][CH2:17][CH3:18])=[N:12][C:13]([N:19]4[CH2:24][CH2:23][NH:22][CH2:21][CH2:20]4)=[N:14][C:7]=3[C:6]=2[CH:5]=[CH:4][CH:3]=1. (3) The reactants are [C:1]1(=[O:16])[CH2:15][CH2:14][CH2:13][CH2:12][CH2:11][CH2:10][CH2:9][CH2:8][CH2:7][CH2:6][CH2:5][CH2:4][CH:3]=[CH:2]1.[CH:17]1[CH2:21][CH:20]=[CH:19][CH:18]=1.Cl(O)(=O)(=O)=O.C([C@@H]1N[C@H](C2OC(C)=CC=2)N(C)C1=O)C1C=CC=CC=1. The catalyst is O. The product is [C@@H:19]12[CH2:20][C@H:21]([CH:17]=[CH:18]1)[C@H:3]1[C@@H:2]2[C:1](=[O:16])[CH2:15][CH2:14][CH2:13][CH2:12][CH2:11][CH2:10][CH2:9][CH2:8][CH2:7][CH2:6][CH2:5][CH2:4]1. The yield is 0.880. (4) The reactants are [F:1][C:2]1[CH:7]=[CH:6][C:5]([C:8]2[C:12]3[C:13](=[O:17])[NH:14][CH2:15][CH2:16][C:11]=3[NH:10][C:9]=2[CH:18]=O)=[CH:4][CH:3]=1.[F:20][C:21]1[CH:22]=[C:23]2[C:27](=[CH:28][C:29]=1[NH:30][C:31](=[O:35])[CH2:32][O:33][CH3:34])[NH:26][C:25](=[O:36])[CH2:24]2. No catalyst specified. The product is [F:20][C:21]1[CH:22]=[C:23]2[C:27](=[CH:28][C:29]=1[NH:30][C:31](=[O:35])[CH2:32][O:33][CH3:34])[NH:26][C:25](=[O:36])[C:24]2=[CH:18][C:9]1[NH:10][C:11]2[CH2:16][CH2:15][NH:14][C:13](=[O:17])[C:12]=2[C:8]=1[C:5]1[CH:6]=[CH:7][C:2]([F:1])=[CH:3][CH:4]=1. The yield is 0.544. (5) The reactants are [N+:1]([C:4]1[C:5]([C:28](OCC)=[O:29])=[N:6][C:7]([NH:19][C:20]2[CH:25]=[CH:24][CH:23]=[C:22]([CH2:26][OH:27])[CH:21]=2)=[N:8][C:9]=1[NH:10][C:11]1[CH:16]=[CH:15][CH:14]=[CH:13][C:12]=1[O:17][CH3:18])([O-])=O.ClC1N=C([C:40](OCC)=[O:41])C([N+]([O-])=O)=C(NC2C=CC=CC=2OC)N=1.[NH2:57]C1C=C(C=CC=1)CO.C(N(C(C)C)CC)(C)C. The catalyst is CN(C)C=O. The product is [OH:27][CH2:26][C:22]1[CH:21]=[C:20]([NH:19][C:7]2[N:8]=[C:9]3[C:4]([NH:1][C:40](=[O:41])[N:10]3[C:11]3[CH:16]=[CH:15][CH:14]=[CH:13][C:12]=3[O:17][CH3:18])=[C:5]([C:28]([NH2:57])=[O:29])[N:6]=2)[CH:25]=[CH:24][CH:23]=1. The yield is 0.930.